From a dataset of Full USPTO retrosynthesis dataset with 1.9M reactions from patents (1976-2016). Predict the reactants needed to synthesize the given product. Given the product [F:1][C:2]1[C:10]2[C:5](=[CH:6][CH:7]=[C:8]([C:15]#[N:16])[C:9]=2[C:11]([F:13])([F:12])[F:14])[N:4]([CH2:19][C:20]2[N:24]=[C:23]([C:25]3[CH:30]=[CH:29][CH:28]=[C:27]([C:31]([F:34])([F:32])[F:33])[CH:26]=3)[O:22][N:21]=2)[C:3]=1[CH3:17], predict the reactants needed to synthesize it. The reactants are: [F:1][C:2]1[C:10]2[C:5](=[CH:6][CH:7]=[C:8]([C:15]#[N:16])[C:9]=2[C:11]([F:14])([F:13])[F:12])[NH:4][C:3]=1[CH3:17].Cl[CH2:19][C:20]1[N:24]=[C:23]([C:25]2[CH:30]=[CH:29][CH:28]=[C:27]([C:31]([F:34])([F:33])[F:32])[CH:26]=2)[O:22][N:21]=1.